This data is from Catalyst prediction with 721,799 reactions and 888 catalyst types from USPTO. The task is: Predict which catalyst facilitates the given reaction. Reactant: [CH3:1][O:2][C:3](=[O:22])[C:4]1[CH:9]=[CH:8][C:7]([CH2:10][CH:11]([C:19]([OH:21])=O)[C:12]2[CH:17]=[CH:16][C:15]([OH:18])=[CH:14][CH:13]=2)=[CH:6][CH:5]=1.C(Cl)(=O)C(Cl)=O.[I:29][C:30]1[CH:36]=[CH:35][C:33]([NH2:34])=[CH:32][CH:31]=1. Product: [CH3:1][O:2][C:3](=[O:22])[C:4]1[CH:5]=[CH:6][C:7]([CH2:10][CH:11]([C:12]2[CH:13]=[CH:14][C:15]([OH:18])=[CH:16][CH:17]=2)[C:19](=[O:21])[NH:34][C:33]2[CH:35]=[CH:36][C:30]([I:29])=[CH:31][CH:32]=2)=[CH:8][CH:9]=1. The catalyst class is: 2.